Dataset: Forward reaction prediction with 1.9M reactions from USPTO patents (1976-2016). Task: Predict the product of the given reaction. (1) Given the reactants [OH:1][CH:2]1[CH2:6][CH2:5][CH:4]([C:7]([O:9][CH2:10][C:11]2[CH:16]=[CH:15][CH:14]=[CH:13][CH:12]=2)=[O:8])[CH2:3]1.N1C=CN=C1.[Si:22](Cl)([C:25]([CH3:28])([CH3:27])[CH3:26])([CH3:24])[CH3:23].O, predict the reaction product. The product is: [Si:22]([O:1][CH:2]1[CH2:6][CH2:5][CH:4]([C:7]([O:9][CH2:10][C:11]2[CH:12]=[CH:13][CH:14]=[CH:15][CH:16]=2)=[O:8])[CH2:3]1)([C:25]([CH3:28])([CH3:27])[CH3:26])([CH3:24])[CH3:23]. (2) Given the reactants Br[C:2]1[CH:3]=[C:4]([C:14]([O:16]C)=[O:15])[C:5]2[CH:6]=[CH:7][N:8]([CH:11]([CH3:13])[CH3:12])[C:9]=2[CH:10]=1.[CH3:18][S:19]([O-:21])=[O:20].[Na+].CNCCNC, predict the reaction product. The product is: [CH:11]([N:8]1[C:9]2[CH:10]=[C:2]([S:19]([CH3:18])(=[O:21])=[O:20])[CH:3]=[C:4]([C:14]([OH:16])=[O:15])[C:5]=2[CH:6]=[CH:7]1)([CH3:13])[CH3:12]. (3) Given the reactants S(Cl)(Cl)(=O)=O.S[C:7]1[S:8][C:9]2[CH:15]=[CH:14][C:13](C(F)(F)F)=[CH:12][C:10]=2[N:11]=1, predict the reaction product. The product is: [S:8]1[C:9]2[CH:15]=[CH:14][CH:13]=[CH:12][C:10]=2[N:11]=[CH:7]1.